Dataset: Catalyst prediction with 721,799 reactions and 888 catalyst types from USPTO. Task: Predict which catalyst facilitates the given reaction. Reactant: [NH2:1][C:2]1[N:9]=[C:8]([CH3:10])[CH:7]=[C:6]([CH3:11])[C:3]=1[C:4]#[N:5].Cl[CH2:13][CH:14]=O. Product: [CH3:10][C:8]1[N:9]2[CH:13]=[CH:14][N:1]=[C:2]2[C:3]([C:4]#[N:5])=[C:6]([CH3:11])[CH:7]=1. The catalyst class is: 6.